Dataset: Aqueous solubility values for 9,982 compounds from the AqSolDB database. Task: Regression/Classification. Given a drug SMILES string, predict its absorption, distribution, metabolism, or excretion properties. Task type varies by dataset: regression for continuous measurements (e.g., permeability, clearance, half-life) or binary classification for categorical outcomes (e.g., BBB penetration, CYP inhibition). For this dataset (solubility_aqsoldb), we predict Y. (1) The Y is -3.56 log mol/L. The drug is O=C(O)c1ccc2ccccc2c1. (2) The Y is -8.55 log mol/L. The molecule is CCC(C)(C)c1cc(-n2nc3ccccc3n2)c(O)c(C(C)(C)CC)c1. (3) The drug is CCN(Cc1c(F)cccc1Cl)c1c([N+](=O)[O-])cc(C(F)(F)F)cc1[N+](=O)[O-]. The Y is -6.62 log mol/L. (4) The molecule is CCOc1ccccc1NC(=O)C(=O)Nc1ccc(CCCCCCCCCC(C)C)cc1. The Y is -6.10 log mol/L. (5) The drug is FC1CC(F)(F)C(F)(F)C1(F)F. The Y is -2.44 log mol/L. (6) The drug is CNC1CN(c2c(F)cc3c(=O)c(C(=O)O)cn(C4CC4)c3c2F)C1. The Y is -5.31 log mol/L.